Dataset: Full USPTO retrosynthesis dataset with 1.9M reactions from patents (1976-2016). Task: Predict the reactants needed to synthesize the given product. (1) Given the product [CH3:27][S:24]([O:23][C:20]1[CH:21]=[CH:22][C:16]2[O:15][CH2:14][CH:13]([CH2:12][NH:29][CH3:28])[O:18][C:17]=2[CH:19]=1)(=[O:26])=[O:25], predict the reactants needed to synthesize it. The reactants are: CC1C=CC(S(O[CH2:12][CH:13]2[O:18][C:17]3[CH:19]=[C:20]([O:23][S:24]([CH3:27])(=[O:26])=[O:25])[CH:21]=[CH:22][C:16]=3[O:15][CH2:14]2)(=O)=O)=CC=1.[CH3:28][NH2:29].C([O-])([O-])=O.[K+].[K+]. (2) Given the product [Br:1][C:2]1[N:6]([CH2:14][C:15]([C:17]2[CH:22]=[CH:21][C:20]([O:23][CH3:24])=[CH:19][CH:18]=2)=[O:16])[C:5]([C:7]([O:9][CH3:10])=[O:8])=[CH:4][CH:3]=1, predict the reactants needed to synthesize it. The reactants are: [Br:1][C:2]1[NH:6][C:5]([C:7]([O:9][CH3:10])=[O:8])=[CH:4][CH:3]=1.[H-].[Na+].Br[CH2:14][C:15]([C:17]1[CH:22]=[CH:21][C:20]([O:23][CH3:24])=[CH:19][CH:18]=1)=[O:16].[NH4+].[Cl-]. (3) Given the product [CH3:15][C:5]1([CH3:16])[C:4]2[C:9](=[C:10]([CH:12]([CH3:14])[CH3:13])[CH:11]=[C:2]([CH:25]=[O:26])[CH:3]=2)[O:8][CH2:7][CH2:6]1, predict the reactants needed to synthesize it. The reactants are: Br[C:2]1[CH:3]=[C:4]2[C:9](=[C:10]([CH:12]([CH3:14])[CH3:13])[CH:11]=1)[O:8][CH2:7][CH2:6][C:5]2([CH3:16])[CH3:15].[Li]CCCC.CN([CH:25]=[O:26])C.O. (4) Given the product [N:7]1[CH:8]=[CH:9][CH:10]=[C:5]([C:3]2[N:20]=[C:18]([NH:17][C:12]3[N:13]=[CH:14][CH:15]=[CH:16][N:11]=3)[S:19][CH:2]=2)[CH:6]=1, predict the reactants needed to synthesize it. The reactants are: Br[CH2:2][C:3]([C:5]1[CH:6]=[N:7][CH:8]=[CH:9][CH:10]=1)=O.[N:11]1[CH:16]=[CH:15][CH:14]=[N:13][C:12]=1[NH:17][C:18]([NH2:20])=[S:19]. (5) Given the product [C:9]1([C:15]([C:16]2[CH:17]=[CH:18][CH:19]=[CH:20][CH:21]=2)([C:22]2[CH:23]=[CH:24][CH:25]=[CH:26][CH:27]=2)[O:6][CH2:5][CH:4]([OH:7])[CH2:3][N:2]([CH3:8])[CH3:1])[CH:10]=[CH:11][CH:12]=[CH:13][CH:14]=1, predict the reactants needed to synthesize it. The reactants are: [CH3:1][N:2]([CH3:8])[CH2:3][CH:4]([OH:7])[CH2:5][OH:6].[C:9]1([C:15](Cl)([C:22]2[CH:27]=[CH:26][CH:25]=[CH:24][CH:23]=2)[C:16]2[CH:21]=[CH:20][CH:19]=[CH:18][CH:17]=2)[CH:14]=[CH:13][CH:12]=[CH:11][CH:10]=1. (6) Given the product [CH2:1]([O:3][C:4]1[C:13]2[C:8](=[CH:9][C:10]([OH:32])=[C:11]([C:14]3[N:19]=[N:18][C:17]([N:20]([CH3:31])[CH:21]4[CH2:26][C:25]([CH3:27])([CH3:28])[NH:24][C:23]([CH3:30])([CH3:29])[CH2:22]4)=[CH:16][CH:15]=3)[CH:12]=2)[CH:7]=[CH:6][N:5]=1)[CH3:2], predict the reactants needed to synthesize it. The reactants are: [CH2:1]([O:3][C:4]1[C:13]2[C:8](=[CH:9][C:10]([O:32]C)=[C:11]([C:14]3[N:19]=[N:18][C:17]([N:20]([CH3:31])[CH:21]4[CH2:26][C:25]([CH3:28])([CH3:27])[NH:24][C:23]([CH3:30])([CH3:29])[CH2:22]4)=[CH:16][CH:15]=3)[CH:12]=2)[CH:7]=[CH:6][N:5]=1)[CH3:2].B(Br)(Br)Br. (7) Given the product [NH2:2][C:1]1[C:3]2[O:7][C:6]([C:8]([O:10][CH2:11][CH2:32][CH3:33])=[O:9])=[CH:5][C:4]=2[NH:12][N:13]=1, predict the reactants needed to synthesize it. The reactants are: [C:1]([C:3]1[O:7][C:6]([C:8]([O:10][CH3:11])=[O:9])=[CH:5][C:4]=1[NH:12][N:13]=C(C1C=CC=CC=1)C1C=CC=CC=1)#[N:2].S(=O)(=O)(O)O.[CH2:32](O)[CH2:33]C. (8) Given the product [CH3:1][C:2]1([CH2:8][N:9]2[CH:13]=[C:12]([C:14]3[CH:15]=[CH:16][C:17]([NH:20][C:21]([CH:23]4[CH2:26][N:25]([C:27]5[N:28]=[N:29][C:30]([CH3:33])=[CH:31][CH:32]=5)[CH2:24]4)=[O:22])=[CH:18][CH:19]=3)[CH:11]=[N:10]2)[CH2:7][CH2:6][N:5]([CH:36]2[CH2:37][O:34][CH2:35]2)[CH2:4][CH2:3]1, predict the reactants needed to synthesize it. The reactants are: [CH3:1][C:2]1([CH2:8][N:9]2[CH:13]=[C:12]([C:14]3[CH:19]=[CH:18][C:17]([NH:20][C:21]([CH:23]4[CH2:26][N:25]([C:27]5[N:28]=[N:29][C:30]([CH3:33])=[CH:31][CH:32]=5)[CH2:24]4)=[O:22])=[CH:16][CH:15]=3)[CH:11]=[N:10]2)[CH2:7][CH2:6][NH:5][CH2:4][CH2:3]1.[O:34]1[CH2:37][C:36](=O)[CH2:35]1.C([BH3-])#N.[Na+].